From a dataset of Full USPTO retrosynthesis dataset with 1.9M reactions from patents (1976-2016). Predict the reactants needed to synthesize the given product. (1) Given the product [C:25]([O:29][C:30](=[O:31])[NH:32][C:33]1[C:42]2[C:37](=[CH:38][CH:39]=[CH:40][CH:41]=2)[C:36]([O:43][C:44]2[CH:49]=[CH:48][N:47]=[C:46]([NH:50][C:51]3[CH:52]=[C:53]([C:54](=[O:56])[NH:70][CH2:69][CH2:68][N:65]4[CH2:66][CH2:67][O:62][CH2:63][CH2:64]4)[CH:57]=[C:58]([O:60][CH3:61])[CH:59]=3)[N:45]=2)=[CH:35][CH:34]=1)([CH3:27])([CH3:26])[CH3:28], predict the reactants needed to synthesize it. The reactants are: C(P1(=O)OP(CCC)(=O)OP(CCC)(=O)O1)CC.CCOC(C)=O.[C:25]([O:29][C:30]([NH:32][C:33]1[C:42]2[C:37](=[CH:38][CH:39]=[CH:40][CH:41]=2)[C:36]([O:43][C:44]2[CH:49]=[CH:48][N:47]=[C:46]([NH:50][C:51]3[CH:52]=[C:53]([CH:57]=[C:58]([O:60][CH3:61])[CH:59]=3)[C:54]([OH:56])=O)[N:45]=2)=[CH:35][CH:34]=1)=[O:31])([CH3:28])([CH3:27])[CH3:26].[O:62]1[CH2:67][CH2:66][N:65]([CH2:68][CH2:69][NH2:70])[CH2:64][CH2:63]1. (2) The reactants are: [NH2:1][C:2]1[CH:11]=[CH:10][CH:9]=[C:8]2[C:3]=1[CH2:4][CH2:5][NH:6][CH2:7]2.[OH-].[Na+].[CH3:14][C:15]([O:18][C:19](O[C:19]([O:18][C:15]([CH3:17])([CH3:16])[CH3:14])=[O:20])=[O:20])([CH3:17])[CH3:16]. Given the product [C:15]([O:18][C:19]([N:6]1[CH2:5][CH2:4][C:3]2[C:8](=[CH:9][CH:10]=[CH:11][C:2]=2[NH2:1])[CH2:7]1)=[O:20])([CH3:17])([CH3:16])[CH3:14], predict the reactants needed to synthesize it.